From a dataset of Peptide-MHC class II binding affinity with 134,281 pairs from IEDB. Regression. Given a peptide amino acid sequence and an MHC pseudo amino acid sequence, predict their binding affinity value. This is MHC class II binding data. The peptide sequence is ITYVATATLPNYCRA. The MHC is HLA-DPA10201-DPB10101 with pseudo-sequence HLA-DPA10201-DPB10101. The binding affinity (normalized) is 0.363.